Task: Predict the reactants needed to synthesize the given product.. Dataset: Full USPTO retrosynthesis dataset with 1.9M reactions from patents (1976-2016) (1) Given the product [CH3:21][O:13][C:11]([C:8]1[CH:7]=[CH:6][C:5]([C:1]([CH3:4])([CH3:2])[CH3:3])=[CH:10][CH:9]=1)([O:15][CH3:14])[CH3:12], predict the reactants needed to synthesize it. The reactants are: [C:1]([C:5]1[CH:10]=[CH:9][C:8]([C:11](=[O:13])[CH3:12])=[CH:7][CH:6]=1)([CH3:4])([CH3:3])[CH3:2].[CH:14](OC)(OC)[O:15]C.[CH3:21]O. (2) The reactants are: [OH:1][C:2]1[CH:9]=[C:8]([N:10]2[CH2:15][CH2:14][O:13][CH2:12][CH2:11]2)[CH:7]=[CH:6][C:3]=1[CH:4]=O.Cl.[NH2:17][OH:18]. Given the product [OH:18][N:17]=[CH:4][C:3]1[CH:6]=[CH:7][C:8]([N:10]2[CH2:15][CH2:14][O:13][CH2:12][CH2:11]2)=[CH:9][C:2]=1[OH:1], predict the reactants needed to synthesize it. (3) Given the product [N:1]1[CH:6]=[CH:5][CH:4]=[CH:3][C:2]=1[CH2:7][CH2:8][N:9]([CH2:18][C:19]1[CH:25]=[CH:24][CH:23]=[CH:22][C:20]=1[OH:21])[CH2:10][CH2:11][C:12]1[CH:17]=[CH:16][CH:15]=[CH:14][N:13]=1, predict the reactants needed to synthesize it. The reactants are: [N:1]1[CH:6]=[CH:5][CH:4]=[CH:3][C:2]=1[CH2:7][CH2:8][NH:9][CH2:10][CH2:11][C:12]1[CH:17]=[CH:16][CH:15]=[CH:14][N:13]=1.[CH:18](=O)[C:19]1[C:20](=[CH:22][CH:23]=[CH:24][CH:25]=1)[OH:21].C(O[BH-](OC(=O)C)OC(=O)C)(=O)C.[Na+].C([O-])(O)=O.[Na+].